Predict the reaction yield, written as a fraction of the theoretical maximum amount of product (1.0 means a 100% yield; for example, 0.34 means a 34% yield). From a dataset of Reaction yield outcomes from USPTO patents with 853,638 reactions. (1) The reactants are [CH2:1]([NH:5][C:6]1[C:11]([CH:12]=[C:13](Br)Br)=[CH:10][CH:9]=[C:8]([C:16]([F:19])([F:18])[F:17])[N:7]=1)[CH2:2][CH2:3][CH3:4].[Li]CCCC.CCCCCC.Cl[C:32]([O:34][CH3:35])=[O:33]. The catalyst is C1COCC1.C([O-])(O)=O.[Na+].[NH4+].[Cl-]. The product is [CH3:35][O:34][C:32](=[O:33])[C:13]#[C:12][C:11]1[C:6]([NH:5][CH2:1][CH2:2][CH2:3][CH3:4])=[N:7][C:8]([C:16]([F:19])([F:18])[F:17])=[CH:9][CH:10]=1. The yield is 0.100. (2) The reactants are [CH3:1][O:2][C:3]1[C:8]([C:9]([NH:11][CH3:12])=[O:10])=[C:7]([CH3:13])[N:6]=[C:5]([O:14][CH3:15])[CH:4]=1.[Li]CCCC.[CH2:21]([O:28][C:29]1[C:36]([CH3:37])=[CH:35][C:32](C#N)=[CH:31][C:30]=1[CH3:38])[C:22]1[CH:27]=[CH:26][CH:25]=[CH:24][CH:23]=1. The catalyst is C1COCC1. The product is [CH2:21]([O:28][C:29]1[C:36]([CH3:37])=[CH:35][C:32]([C:12]2[NH:11][C:9](=[O:10])[C:8]3[C:3]([O:2][CH3:1])=[CH:4][C:5]([O:14][CH3:15])=[N:6][C:7]=3[CH:13]=2)=[CH:31][C:30]=1[CH3:38])[C:22]1[CH:23]=[CH:24][CH:25]=[CH:26][CH:27]=1. The yield is 0.370. (3) The reactants are [CH2:1]([CH2:8][NH:9][C:10]1[C:15]2[CH2:16][O:17][C:18]([CH3:21])([CH3:20])[CH2:19][C:14]=2[C:13]([C:22]#[N:23])=[C:12]([SH:24])[N:11]=1)[C:2]1[CH:7]=[CH:6][CH:5]=[CH:4][CH:3]=1.C(=O)([O-])[O-].[K+].[K+].Cl[CH2:32][C:33]([NH2:35])=[O:34]. The catalyst is C(O)C. The product is [NH2:23][C:22]1[C:13]2[C:12](=[N:11][C:10]([NH:9][CH2:8][CH2:1][C:2]3[CH:7]=[CH:6][CH:5]=[CH:4][CH:3]=3)=[C:15]3[CH2:16][O:17][C:18]([CH3:21])([CH3:20])[CH2:19][C:14]3=2)[S:24][C:32]=1[C:33]([NH2:35])=[O:34]. The yield is 0.780. (4) The reactants are [CH3:1][C:2]1[CH:3]=[C:4]([N+:10]([O-:12])=[O:11])[C:5](=O)[NH:6][C:7]=1[CH3:8].P(Cl)(Cl)(Cl)(Cl)[Cl:14]. No catalyst specified. The product is [Cl:14][C:5]1[C:4]([N+:10]([O-:12])=[O:11])=[CH:3][C:2]([CH3:1])=[C:7]([CH3:8])[N:6]=1. The yield is 0.902. (5) The reactants are [Cl:1][C:2]1[CH:7]=[C:6]([NH:8][C@@H:9]2[CH2:14][CH2:13][C@H:12]([C:15]([NH:17][CH:18]([CH3:20])[CH3:19])=[O:16])[CH2:11][CH2:10]2)[C:5]([N+:21]([O-])=O)=[CH:4][N:3]=1.Cl[Sn]Cl. The catalyst is CO. The product is [NH2:21][C:5]1[C:6]([NH:8][C@@H:9]2[CH2:10][CH2:11][C@H:12]([C:15]([NH:17][CH:18]([CH3:20])[CH3:19])=[O:16])[CH2:13][CH2:14]2)=[CH:7][C:2]([Cl:1])=[N:3][CH:4]=1. The yield is 0.440. (6) The reactants are [NH2:1][C:2]1[CH2:7][CH2:6][CH2:5][C:4](=[O:8])[CH:3]=1.C(O[CH:12]=[C:13]([C:19]([O:21][CH2:22][CH3:23])=[O:20])[C:14]([O:16][CH2:17][CH3:18])=[O:15])C. No catalyst specified. The product is [CH2:17]([O:16][C:14](=[O:15])[C:13](=[CH:12][NH:1][C:2]1[CH2:7][CH2:6][CH2:5][C:4](=[O:8])[CH:3]=1)[C:19]([O:21][CH2:22][CH3:23])=[O:20])[CH3:18]. The yield is 0.900.